This data is from Forward reaction prediction with 1.9M reactions from USPTO patents (1976-2016). The task is: Predict the product of the given reaction. Given the reactants CN([CH:4]=[CH:5][C:6](=[O:14])[CH2:7][CH2:8][CH2:9][CH2:10][CH2:11][CH2:12][CH3:13])C.[S:15]1CC(O)S[CH2:17][CH:16]1O, predict the reaction product. The product is: [C:6]([C:5]1[CH:17]=[CH:16][S:15][CH:4]=1)(=[O:14])[CH2:7][CH2:8][CH2:9][CH2:10][CH2:11][CH2:12][CH3:13].